From a dataset of Cav3 T-type calcium channel HTS with 100,875 compounds. Binary Classification. Given a drug SMILES string, predict its activity (active/inactive) in a high-throughput screening assay against a specified biological target. (1) The drug is O=c1n(c(=O)n(c2nc([nH]c12)Nc1ccc(cc1)C)C)C. The result is 0 (inactive). (2) The molecule is S(=O)(=O)(N1CCC(CC1)C(=O)Nc1ccc(CCCC)cc1)C. The result is 0 (inactive). (3) The compound is o1nc(nc1C1CCN(CC1)C(=O)N(C(C)C)C(C)C)c1ccncc1. The result is 0 (inactive). (4) The compound is S(=O)(=O)(NCCc1ccccc1)c1ccc(NC(=O)c2occc2)cc1. The result is 0 (inactive). (5) The compound is Fc1c(OCCNCCO)cccc1. The result is 0 (inactive). (6) The compound is S(c1nc(/C(=N/Nc2cc(ccc2)C)C)cnn1)C. The result is 0 (inactive). (7) The compound is O=C1CC(Cc2n(c(=O)c(cc12)C(=O)N1CCN(CC1)C)c1ccc(cc1)C)(C)C. The result is 0 (inactive). (8) The molecule is s1c(C(=O)N2CCN(CC2)c2c(F)cccc2)c(n2c1nc(c2)c1ccccc1)C. The result is 0 (inactive).